From a dataset of NCI-60 drug combinations with 297,098 pairs across 59 cell lines. Regression. Given two drug SMILES strings and cell line genomic features, predict the synergy score measuring deviation from expected non-interaction effect. (1) Synergy scores: CSS=-7.64, Synergy_ZIP=4.74, Synergy_Bliss=-3.24, Synergy_Loewe=-4.90, Synergy_HSA=-10.1. Drug 1: C#CCC(CC1=CN=C2C(=N1)C(=NC(=N2)N)N)C3=CC=C(C=C3)C(=O)NC(CCC(=O)O)C(=O)O. Drug 2: C(CN)CNCCSP(=O)(O)O. Cell line: HT29. (2) Drug 1: C1=C(C(=O)NC(=O)N1)N(CCCl)CCCl. Drug 2: CC(C)CN1C=NC2=C1C3=CC=CC=C3N=C2N. Cell line: K-562. Synergy scores: CSS=40.0, Synergy_ZIP=2.95, Synergy_Bliss=5.10, Synergy_Loewe=3.56, Synergy_HSA=4.03. (3) Drug 1: CCC1(CC2CC(C3=C(CCN(C2)C1)C4=CC=CC=C4N3)(C5=C(C=C6C(=C5)C78CCN9C7C(C=CC9)(C(C(C8N6C)(C(=O)OC)O)OC(=O)C)CC)OC)C(=O)OC)O.OS(=O)(=O)O. Drug 2: CC=C1C(=O)NC(C(=O)OC2CC(=O)NC(C(=O)NC(CSSCCC=C2)C(=O)N1)C(C)C)C(C)C. Cell line: SK-OV-3. Synergy scores: CSS=51.6, Synergy_ZIP=0.777, Synergy_Bliss=2.28, Synergy_Loewe=3.88, Synergy_HSA=3.99. (4) Drug 1: CN1CCC(CC1)COC2=C(C=C3C(=C2)N=CN=C3NC4=C(C=C(C=C4)Br)F)OC. Drug 2: B(C(CC(C)C)NC(=O)C(CC1=CC=CC=C1)NC(=O)C2=NC=CN=C2)(O)O. Cell line: NCI-H322M. Synergy scores: CSS=30.7, Synergy_ZIP=-0.165, Synergy_Bliss=-2.29, Synergy_Loewe=-3.86, Synergy_HSA=-3.89. (5) Drug 1: C1=C(C(=O)NC(=O)N1)N(CCCl)CCCl. Synergy scores: CSS=11.7, Synergy_ZIP=-3.59, Synergy_Bliss=-8.81, Synergy_Loewe=-38.6, Synergy_HSA=-7.93. Drug 2: CC12CCC3C(C1CCC2OP(=O)(O)O)CCC4=C3C=CC(=C4)OC(=O)N(CCCl)CCCl.[Na+]. Cell line: NCI-H460. (6) Drug 1: CCC(=C(C1=CC=CC=C1)C2=CC=C(C=C2)OCCN(C)C)C3=CC=CC=C3.C(C(=O)O)C(CC(=O)O)(C(=O)O)O. Drug 2: CC1CCCC2(C(O2)CC(NC(=O)CC(C(C(=O)C(C1O)C)(C)C)O)C(=CC3=CSC(=N3)C)C)C. Cell line: EKVX. Synergy scores: CSS=21.4, Synergy_ZIP=0.908, Synergy_Bliss=6.09, Synergy_Loewe=-7.82, Synergy_HSA=4.80. (7) Drug 1: C1CCC(CC1)NC(=O)N(CCCl)N=O. Drug 2: CC12CCC3C(C1CCC2OP(=O)(O)O)CCC4=C3C=CC(=C4)OC(=O)N(CCCl)CCCl.[Na+]. Cell line: OVCAR3. Synergy scores: CSS=-3.16, Synergy_ZIP=-5.58, Synergy_Bliss=-11.9, Synergy_Loewe=-12.9, Synergy_HSA=-12.5. (8) Drug 1: CC(C)(C#N)C1=CC(=CC(=C1)CN2C=NC=N2)C(C)(C)C#N. Drug 2: CCN(CC)CCCC(C)NC1=C2C=C(C=CC2=NC3=C1C=CC(=C3)Cl)OC. Cell line: SNB-75. Synergy scores: CSS=18.8, Synergy_ZIP=-4.73, Synergy_Bliss=-1.64, Synergy_Loewe=4.20, Synergy_HSA=1.88. (9) Drug 1: CN(C)N=NC1=C(NC=N1)C(=O)N. Drug 2: C1CC(=O)NC(=O)C1N2C(=O)C3=CC=CC=C3C2=O. Cell line: NCIH23. Synergy scores: CSS=2.74, Synergy_ZIP=-0.229, Synergy_Bliss=-1.61, Synergy_Loewe=-2.06, Synergy_HSA=-1.53.